From a dataset of Full USPTO retrosynthesis dataset with 1.9M reactions from patents (1976-2016). Predict the reactants needed to synthesize the given product. (1) Given the product [C:1]([O:5][C:6]([N:8]1[CH2:12][CH:11]([O:13][CH:28]([F:36])[F:27])[CH2:10][CH:9]1[C:14]([O:16][CH2:17][C:18]([C:20]1[CH:25]=[CH:24][C:23]([Br:26])=[CH:22][CH:21]=1)=[O:19])=[O:15])=[O:7])([CH3:4])([CH3:2])[CH3:3], predict the reactants needed to synthesize it. The reactants are: [C:1]([O:5][C:6]([N:8]1[CH2:12][CH:11]([OH:13])[CH2:10][CH:9]1[C:14]([O:16][CH2:17][C:18]([C:20]1[CH:25]=[CH:24][C:23]([Br:26])=[CH:22][CH:21]=1)=[O:19])=[O:15])=[O:7])([CH3:4])([CH3:3])[CH3:2].[F:27][C:28]([F:36])(S(F)(=O)=O)C(O)=O. (2) Given the product [CH3:24][O:23][C:3]1([O:2][CH3:1])[CH2:20][CH2:19][C:18]2[C@@H:17]3[C@H:8]([C@H:9]4[C@@:13]([CH2:15][CH2:16]3)([CH3:14])[C:12](=[O:21])[C@H:11]([CH3:25])[CH2:10]4)[C@H:7]([CH3:22])[CH2:6][C:5]=2[CH2:4]1, predict the reactants needed to synthesize it. The reactants are: [CH3:1][O:2][C:3]1([O:23][CH3:24])[CH2:20][CH2:19][C:18]2[C@@H:17]3[C@H:8]([C@H:9]4[C@@:13]([CH2:15][CH2:16]3)([CH3:14])[C:12](=[O:21])[CH2:11][CH2:10]4)[C@H:7]([CH3:22])[CH2:6][C:5]=2[CH2:4]1.[CH3:25]N1CCCN(C)C1=O.C[Si]([N-][Si](C)(C)C)(C)C.[Li+].IC.[Cl-].[NH4+]. (3) Given the product [CH2:1]([N:8]1[C:9]([CH3:10])([CH3:11])[CH2:14][CH:22]=[C:16]([C:17]([O:19][CH2:20][CH3:21])=[O:18])[CH2:15]1)[C:2]1[CH:3]=[CH:4][CH:5]=[CH:6][CH:7]=1, predict the reactants needed to synthesize it. The reactants are: [CH2:1]([N:8]([CH2:15][C:16](=[CH2:22])[C:17]([O:19][CH2:20][CH3:21])=[O:18])[C:9]([CH3:14])([CH2:11]C=C)[CH3:10])[C:2]1[CH:7]=[CH:6][CH:5]=[CH:4][CH:3]=1.